This data is from Full USPTO retrosynthesis dataset with 1.9M reactions from patents (1976-2016). The task is: Predict the reactants needed to synthesize the given product. (1) Given the product [C:1]([O:6][CH2:7][CH2:8][N:9]([CH3:11])[CH3:10])(=[O:5])[C:2]([CH3:4])=[CH2:3].[CH2:12]([C:15](=[CH2:19])[C:16]([OH:18])=[O:17])[CH2:13][CH3:14].[CH2:20]([O:24][C:25](=[O:29])[C:26]([CH3:28])=[CH2:27])[CH2:21][CH2:22][CH3:23], predict the reactants needed to synthesize it. The reactants are: [C:1]([O:6][CH2:7][CH2:8][N:9]([CH3:11])[CH3:10])(=[O:5])[C:2]([CH3:4])=[CH2:3].[CH2:12]([C:15](=[CH2:19])[C:16]([OH:18])=[O:17])[CH2:13][CH3:14].[CH2:20]([O:24][C:25](=[O:29])[C:26]([CH3:28])=[CH2:27])[CH2:21][CH2:22][CH3:23]. (2) The reactants are: [NH2:1][C:2]1[CH:3]=[C:4]([CH:15]=[CH:16][CH:17]=1)[C:5]([NH:7][CH2:8][CH2:9][CH2:10][C:11]([O:13]C)=[O:12])=[O:6].[OH:18][C:19]1[CH:27]=[CH:26][CH:25]=[CH:24][C:20]=1[C:21](Cl)=[O:22].CCN(CC)CC.[OH-].[Na+].Cl. Given the product [OH:18][C:19]1[CH:27]=[CH:26][CH:25]=[CH:24][C:20]=1[C:21]([NH:1][C:2]1[CH:3]=[C:4]([CH:15]=[CH:16][CH:17]=1)[C:5]([NH:7][CH2:8][CH2:9][CH2:10][C:11]([OH:13])=[O:12])=[O:6])=[O:22], predict the reactants needed to synthesize it. (3) Given the product [CH3:10][CH:11]1[CH2:16][CH:15]([CH3:17])[CH2:14][N:13]([C:2]2[N:9]=[CH:8][CH:7]=[CH:6][C:3]=2[CH:4]=[O:5])[CH2:12]1, predict the reactants needed to synthesize it. The reactants are: Cl[C:2]1[N:9]=[CH:8][CH:7]=[CH:6][C:3]=1[CH:4]=[O:5].[CH3:10][CH:11]1[CH2:16][CH:15]([CH3:17])[CH2:14][NH:13][CH2:12]1.